Dataset: Catalyst prediction with 721,799 reactions and 888 catalyst types from USPTO. Task: Predict which catalyst facilitates the given reaction. (1) Reactant: [O:1]=[C:2]1[N:7]([C:8]2[CH:13]=[CH:12][CH:11]=[CH:10][CH:9]=2)[C:6]2[N:14]=[CH:15][CH:16]=[CH:17][C:5]=2[N:4]=[C:3]1[C:18]([O:20]CC)=[O:19].Cl. Product: [O:1]=[C:2]1[N:7]([C:8]2[CH:9]=[CH:10][CH:11]=[CH:12][CH:13]=2)[C:6]2[N:14]=[CH:15][CH:16]=[CH:17][C:5]=2[N:4]=[C:3]1[C:18]([OH:20])=[O:19]. The catalyst class is: 15. (2) Reactant: C(OC(=O)[N:7]([CH2:29][C:30]1[C:31]([Cl:42])=[CH:32][C:33]2[S:34][CH2:35][C:36](=[O:41])[N:37]([CH3:40])[C:38]=2[N:39]=1)[CH:8]1[CH2:13][CH2:12][N:11]([CH2:14][CH2:15][N:16]2[C:25]3[C:20](=[CH:21][CH:22]=[C:23]([O:26][CH3:27])[CH:24]=3)[N:19]=[CH:18][C:17]2=[O:28])[CH2:10][CH2:9]1)(C)(C)C.FC(F)(F)C(O)=O. Product: [Cl:42][C:31]1[C:30]([CH2:29][NH:7][CH:8]2[CH2:13][CH2:12][N:11]([CH2:14][CH2:15][N:16]3[C:25]4[C:20](=[CH:21][CH:22]=[C:23]([O:26][CH3:27])[CH:24]=4)[N:19]=[CH:18][C:17]3=[O:28])[CH2:10][CH2:9]2)=[N:39][C:38]2[N:37]([CH3:40])[C:36](=[O:41])[CH2:35][S:34][C:33]=2[CH:32]=1. The catalyst class is: 22.